This data is from Reaction yield outcomes from USPTO patents with 853,638 reactions. The task is: Predict the reaction yield, written as a fraction of the theoretical maximum amount of product (1.0 means a 100% yield; for example, 0.34 means a 34% yield). (1) The reactants are [OH:1][C:2]1([C:19]([F:22])([F:21])[F:20])[C:14]2[CH:13]=[C:12]([C:15]([OH:17])=O)[CH:11]=[C:10]([CH3:18])[C:9]=2[C:8]2[C:3]1=[CH:4][CH:5]=[CH:6][CH:7]=2.Cl.[CH3:24][N:25]([CH3:32])[C:26]([CH:28]1[CH2:31][NH:30][CH2:29]1)=[O:27].Cl.CN(C)CCCN=C=NCC.O.ON1C2C=CC=CC=2N=N1. The catalyst is C(OCC)(=O)C.C(N(CC)CC)C.CN(C)C=O. The product is [CH3:24][N:25]([CH3:32])[C:26]([CH:28]1[CH2:31][N:30]([C:15]([C:12]2[CH:11]=[C:10]([CH3:18])[C:9]3[C:8]4[C:3](=[CH:4][CH:5]=[CH:6][CH:7]=4)[C:2]([OH:1])([C:19]([F:20])([F:21])[F:22])[C:14]=3[CH:13]=2)=[O:17])[CH2:29]1)=[O:27]. The yield is 0.500. (2) The reactants are [OH:1][CH:2]1[CH2:5][N:4]([C:6]2[S:7][CH:8]=[C:9]([C:11]([N:13]3[CH2:17][CH2:16][CH2:15][CH2:14]3)=[O:12])[N:10]=2)[CH2:3]1.[CH3:18][S:19](Cl)(=[O:21])=[O:20].C(N(CC)CC)C. The catalyst is C(Cl)Cl. The product is [CH3:18][S:19]([O:1][CH:2]1[CH2:5][N:4]([C:6]2[S:7][CH:8]=[C:9]([C:11]([N:13]3[CH2:14][CH2:15][CH2:16][CH2:17]3)=[O:12])[N:10]=2)[CH2:3]1)(=[O:21])=[O:20]. The yield is 0.890. (3) The reactants are [NH2:1][C:2]1[CH:3]=[C:4]([C:8]2[C:17]3[C:12](=[C:13]([C:18]([F:21])([F:20])[F:19])[CH:14]=[CH:15][CH:16]=3)[N:11]=[CH:10][C:9]=2[C:22]([C:24]2[CH:29]=[CH:28][CH:27]=[CH:26][CH:25]=2)=[O:23])[CH:5]=[CH:6][CH:7]=1.NC1C=CC=CC=1.[CH:37]1[N:41]=[CH:40][N:39]([C:42](N2C=NC=C2)=[NH:43])[CH:38]=1. The catalyst is C1COCC1. The product is [C:22]([C:9]1[CH:10]=[N:11][C:12]2[C:17]([C:8]=1[C:4]1[CH:3]=[C:2]([NH:1][C:42]([N:39]3[CH:38]=[CH:37][N:41]=[CH:40]3)=[NH:43])[CH:7]=[CH:6][CH:5]=1)=[CH:16][CH:15]=[CH:14][C:13]=2[C:18]([F:21])([F:19])[F:20])(=[O:23])[C:24]1[CH:25]=[CH:26][CH:27]=[CH:28][CH:29]=1. The yield is 0.140. (4) The reactants are [Cl:1][C:2]1[C:3]2[N:4]([C:8]([C@@H:11]3[CH2:22][N:15]4[C:16](=[O:21])[N:17]([CH3:20])[CH2:18][CH2:19][C@@H:14]4[CH2:13][CH2:12]3)=[N:9][CH:10]=2)[CH:5]=[CH:6][N:7]=1.C1C(=O)N([Br:30])C(=O)C1.CC(=O)OCC.O. The catalyst is CN(C=O)C. The product is [Br:30][C:10]1[N:9]=[C:8]([C@@H:11]2[CH2:22][N:15]3[C:16](=[O:21])[N:17]([CH3:20])[CH2:18][CH2:19][C@@H:14]3[CH2:13][CH2:12]2)[N:4]2[CH:5]=[CH:6][N:7]=[C:2]([Cl:1])[C:3]=12. The yield is 0.950.